From a dataset of Full USPTO retrosynthesis dataset with 1.9M reactions from patents (1976-2016). Predict the reactants needed to synthesize the given product. (1) Given the product [Br:45][C:46]1[S:47][C:48]([C@H:59]([N:61]([CH:62]2[CH2:63][CH2:64]2)[C:18]([C@H:10]2[CH2:9][N:8]([C:6]([O:5][C:1]([CH3:2])([CH3:3])[CH3:4])=[O:7])[CH2:13][C@@H:12]([C:14]([O:16][CH3:17])=[O:15])[O:11]2)=[O:20])[CH3:60])=[CH:49][C:50]=1[CH2:51][CH2:52][CH2:53][NH:54][C:55]([O:56][CH3:57])=[O:58], predict the reactants needed to synthesize it. The reactants are: [C:1]([O:5][C:6]([N:8]1[CH2:13][C@@H:12]([C:14]([O:16][CH3:17])=[O:15])[O:11][C@@H:10]([C:18]([OH:20])=O)[CH2:9]1)=[O:7])([CH3:4])([CH3:3])[CH3:2].C(NC(C)C)(C)C.P(Cl)(OC1C=CC=CC=1)(OC1C=CC=CC=1)=O.[Br:45][C:46]1[S:47][C:48]([C@H:59]([NH:61][CH:62]2[CH2:64][CH2:63]2)[CH3:60])=[CH:49][C:50]=1[CH2:51][CH2:52][CH2:53][NH:54][C:55](=[O:58])[O:56][CH3:57].C(=O)([O-])O.[Na+]. (2) Given the product [N:15]([C@@H:12]1[CH2:13][CH2:14][N:8]([CH2:1][C:2]2[CH:7]=[CH:6][CH:5]=[CH:4][CH:3]=2)[CH2:9][C@H:10]1[OH:11])=[N+:16]=[N-:17], predict the reactants needed to synthesize it. The reactants are: [CH2:1]([N:8]1[CH2:14][CH2:13][CH:12]2[CH:10]([O:11]2)[CH2:9]1)[C:2]1[CH:7]=[CH:6][CH:5]=[CH:4][CH:3]=1.[N-:15]=[N+:16]=[N-:17].[Na+].Cl([O-])(=O)(=O)=O.[Li+].